This data is from Reaction yield outcomes from USPTO patents with 853,638 reactions. The task is: Predict the reaction yield, written as a fraction of the theoretical maximum amount of product (1.0 means a 100% yield; for example, 0.34 means a 34% yield). The reactants are COC1C=C(OC)C=CC=1C[N:6]([C:32]1[CH:37]=[CH:36][N:35]=[CH:34][N:33]=1)[S:7]([C:10]1[CH:15]=[C:14]([F:16])[C:13]([O:17][C@H:18]2[CH2:22][CH2:21][C:20]([CH3:24])([CH3:23])[C@@H:19]2[C:25]2[N:29]([CH3:30])[N:28]=[CH:27][CH:26]=2)=[CH:12][C:11]=1[F:31])(=[O:9])=[O:8].C([SiH](CC)CC)C.FC(F)(F)C(O)=O. The catalyst is ClCCl. The product is [CH3:23][C:20]1([CH3:24])[CH2:21][CH2:22][C@H:18]([O:17][C:13]2[C:14]([F:16])=[CH:15][C:10]([S:7]([NH:6][C:32]3[CH:37]=[CH:36][N:35]=[CH:34][N:33]=3)(=[O:9])=[O:8])=[C:11]([F:31])[CH:12]=2)[C@H:19]1[C:25]1[N:29]([CH3:30])[N:28]=[CH:27][CH:26]=1. The yield is 0.900.